From a dataset of Reaction yield outcomes from USPTO patents with 853,638 reactions. Predict the reaction yield, written as a fraction of the theoretical maximum amount of product (1.0 means a 100% yield; for example, 0.34 means a 34% yield). (1) The reactants are [F:1][C:2]1[CH:3]=[CH:4][C:5]2[N:14]=[C:13]([N:15]3[CH2:20][CH2:19][NH:18][C@@H:17]([CH2:21][CH2:22][CH2:23][O:24][CH3:25])[CH2:16]3)[C:12]3[CH:11]=[C:10]([CH3:26])[S:9][C:8]=3[NH:7][C:6]=2[CH:27]=1.C=O.[C:30](O[BH-](OC(=O)C)OC(=O)C)(=O)C.[Na+]. The catalyst is ClC(Cl)C.C(=O)(O)[O-].[Na+]. The product is [F:1][C:2]1[CH:3]=[CH:4][C:5]2[N:14]=[C:13]([N:15]3[CH2:20][CH2:19][N:18]([CH3:30])[C@@H:17]([CH2:21][CH2:22][CH2:23][O:24][CH3:25])[CH2:16]3)[C:12]3[CH:11]=[C:10]([CH3:26])[S:9][C:8]=3[NH:7][C:6]=2[CH:27]=1. The yield is 0.890. (2) The reactants are [CH2:1]([N:8]1[CH2:18][CH:17]([C:19]2[CH:24]=[CH:23][C:22]([CH3:25])=[CH:21][CH:20]=2)[O:16][C:10]2([CH2:15][CH2:14][NH:13][CH2:12][CH2:11]2)[CH2:9]1)[C:2]1[CH:7]=[CH:6][CH:5]=[CH:4][CH:3]=1.[CH:26]([O:29][C:30]1[CH:38]=[CH:37][C:33]([C:34](O)=[O:35])=[CH:32][C:31]=1[CH3:39])([CH3:28])[CH3:27].CN(C(ON1N=NC2C=CC=NC1=2)=[N+](C)C)C.F[P-](F)(F)(F)(F)F.C(N(CC)CC)C. The catalyst is C(Cl)Cl.C([O-])(O)=O.[Na+].CN(C=O)C. The product is [CH2:1]([N:8]1[CH2:18][CH:17]([C:19]2[CH:20]=[CH:21][C:22]([CH3:25])=[CH:23][CH:24]=2)[O:16][C:10]2([CH2:11][CH2:12][N:13]([C:34]([C:33]3[CH:37]=[CH:38][C:30]([O:29][CH:26]([CH3:27])[CH3:28])=[C:31]([CH3:39])[CH:32]=3)=[O:35])[CH2:14][CH2:15]2)[CH2:9]1)[C:2]1[CH:3]=[CH:4][CH:5]=[CH:6][CH:7]=1. The yield is 0.790.